This data is from Catalyst prediction with 721,799 reactions and 888 catalyst types from USPTO. The task is: Predict which catalyst facilitates the given reaction. Reactant: [F:1][C:2]1[CH:3]=[CH:4][C:5]([O:11][C:12]2[CH:17]=[CH:16][CH:15]=[CH:14][CH:13]=2)=[C:6]([N+:8]([O-])=O)[CH:7]=1. Product: [F:1][C:2]1[CH:3]=[CH:4][C:5]([O:11][C:12]2[CH:17]=[CH:16][CH:15]=[CH:14][CH:13]=2)=[C:6]([CH:7]=1)[NH2:8]. The catalyst class is: 458.